This data is from Full USPTO retrosynthesis dataset with 1.9M reactions from patents (1976-2016). The task is: Predict the reactants needed to synthesize the given product. Given the product [C:1]([C:5]1[CH:10]=[CH:9][CH:8]=[CH:7][C:6]=1[CH:11]1[CH2:12][CH2:13][N:14]([C:30]([C@@H:25]2[C@@H:26]([OH:29])[CH2:27][CH2:28][N:24]2[C:22]([O:21][C:17]([CH3:20])([CH3:19])[CH3:18])=[O:23])=[O:31])[CH2:15][CH2:16]1)([CH3:4])([CH3:2])[CH3:3], predict the reactants needed to synthesize it. The reactants are: [C:1]([C:5]1[CH:10]=[CH:9][CH:8]=[CH:7][C:6]=1[CH:11]1[CH2:16][CH2:15][NH:14][CH2:13][CH2:12]1)([CH3:4])([CH3:3])[CH3:2].[C:17]([O:21][C:22]([N:24]1[CH2:28][CH2:27][C@H:26]([OH:29])[C@H:25]1[C:30](O)=[O:31])=[O:23])([CH3:20])([CH3:19])[CH3:18].CCN=C=NCCCN(C)C.C1C=CC2N(O)N=NC=2C=1.CCN(CC)CC.